This data is from Full USPTO retrosynthesis dataset with 1.9M reactions from patents (1976-2016). The task is: Predict the reactants needed to synthesize the given product. (1) Given the product [CH:20]1([N:15]2[CH2:14][CH2:13][C:12]3[CH:18]=[CH:19][C:9]([O:8][CH2:7][C:1]4[CH:2]=[CH:3][CH:4]=[CH:5][CH:6]=4)=[CH:10][C:11]=3[CH2:17][CH2:16]2)[CH2:23][CH2:22][CH2:21]1, predict the reactants needed to synthesize it. The reactants are: [C:1]1([CH2:7][O:8][C:9]2[CH:19]=[CH:18][C:12]3[CH2:13][CH2:14][NH:15][CH2:16][CH2:17][C:11]=3[CH:10]=2)[CH:6]=[CH:5][CH:4]=[CH:3][CH:2]=1.[C:20]1(=O)[CH2:23][CH2:22][CH2:21]1.C(O[BH-](OC(=O)C)OC(=O)C)(=O)C.[Na+].C(=O)([O-])[O-].[Na+].[Na+]. (2) Given the product [CH3:34][O:33][CH2:32][C@@H:31]([O:30][C:15]1[CH:14]=[C:13]([C:10]2[NH:9][C:8]([C:6]3[O:7][CH2:4][C@@H:3]([CH3:2])[N:5]=3)=[CH:12][CH:11]=2)[CH:18]=[C:17]([O:19][Si:20]([CH:24]([CH3:25])[CH3:26])([CH:21]([CH3:22])[CH3:23])[CH:27]([CH3:29])[CH3:28])[CH:16]=1)[CH3:35], predict the reactants needed to synthesize it. The reactants are: O[CH2:2][C@H:3]([NH:5][C:6]([C:8]1[NH:9][C:10]([C:13]2[CH:18]=[C:17]([O:19][Si:20]([CH:27]([CH3:29])[CH3:28])([CH:24]([CH3:26])[CH3:25])[CH:21]([CH3:23])[CH3:22])[CH:16]=[C:15]([O:30][C@@H:31]([CH3:35])[CH2:32][O:33][CH3:34])[CH:14]=2)=[CH:11][CH:12]=1)=[O:7])[CH3:4].CS(O)(=O)=O.C(N(CC)CC)C.[Cl-].[NH4+]. (3) The reactants are: [CH:1]([C:4]1[CH:9]=[CH:8][CH:7]=[CH:6][C:5]=1[N:10]1[CH2:15][CH2:14][NH:13][CH2:12][CH2:11]1)([CH3:3])[CH3:2].[C:16](C1C=CC=CC=1N)(C)(C)C.C(C1C=CC=CC=1N)(C)C.[K+].[Br-]. Given the product [C:1]([C:4]1[CH:9]=[CH:8][CH:7]=[CH:6][C:5]=1[N:10]1[CH2:11][CH2:12][NH:13][CH2:14][CH2:15]1)([CH3:16])([CH3:3])[CH3:2], predict the reactants needed to synthesize it.